From a dataset of Forward reaction prediction with 1.9M reactions from USPTO patents (1976-2016). Predict the product of the given reaction. (1) The product is: [P:6]([O-:7])([O-:8])([O:13][CH2:14][C:15]([NH:18][C:19](=[O:20])[C:21]1[CH:26]=[CH:25][C:24]([S:27][C:28]2[CH:33]=[CH:32][C:31]([NH:34][C:35]([O:36][CH3:37])=[O:38])=[CH:30][CH:29]=2)=[C:23]([NH:39][C:40]2[C:41]3[CH:49]=[CH:48][C:47]([CH:50]([CH3:51])[CH3:52])=[N:46][C:42]=3[N:43]=[CH:44][N:45]=2)[CH:22]=1)([CH3:17])[CH3:16])=[O:5].[Na+:64].[Na+:64]. Given the reactants C([O:5][P:6]([O:13][CH2:14][C:15]([NH:18][C:19]([C:21]1[CH:26]=[CH:25][C:24]([S:27][C:28]2[CH:33]=[CH:32][C:31]([NH:34][C:35](=[O:38])[O:36][CH3:37])=[CH:30][CH:29]=2)=[C:23]([NH:39][C:40]2[C:41]3[CH:49]=[CH:48][C:47]([CH:50]([CH3:52])[CH3:51])=[N:46][C:42]=3[N:43]=[CH:44][N:45]=2)[CH:22]=1)=[O:20])([CH3:17])[CH3:16])([O:8]C(C)(C)C)=[O:7])(C)(C)C.C(O)(C(F)(F)F)=O.C([O-])(O)=O.[Na+:64], predict the reaction product. (2) Given the reactants [H-].[Na+].[CH2:3]([OH:10])[C:4]1[CH:9]=[CH:8][CH:7]=[CH:6][CH:5]=1.F[C:12]1[CH:19]=[CH:18][C:15]([CH:16]=[O:17])=[C:14]([Cl:20])[CH:13]=1, predict the reaction product. The product is: [CH2:3]([O:10][C:12]1[CH:19]=[CH:18][C:15]([CH:16]=[O:17])=[C:14]([Cl:20])[CH:13]=1)[C:4]1[CH:9]=[CH:8][CH:7]=[CH:6][CH:5]=1. (3) Given the reactants [C:1]([O:9][CH:10]([CH2:12][O:13][CH:14]([CH2:16][O:17][C:18](=[O:25])[C:19]1[CH:24]=[CH:23][CH:22]=[CH:21][CH:20]=1)[CH3:15])C)(=[O:8])[C:2]1[CH:7]=[CH:6][CH:5]=[CH:4][CH:3]=1.[CH3:26]CCCCCCC/C=C\CCCCCCCC(OCC(O)[C@H]1OC[C@H](O)[C@H]1O)=O, predict the reaction product. The product is: [CH3:15][CH:14]([O:13][CH:12]([CH2:10][O:9][C:1]([C:2]1[CH:3]=[CH:4][CH:5]=[CH:6][CH:7]=1)=[O:8])[CH3:26])[CH2:16][O:17][C:18]([C:19]1[CH:20]=[CH:21][CH:22]=[CH:23][CH:24]=1)=[O:25]. (4) Given the reactants [CH2:1]([C:8]1[C:13](=[O:14])[N:12]([C:15]2[CH:20]=[CH:19][CH:18]=[C:17]([C:21]([OH:23])=[O:22])[CH:16]=2)[C:11]2[N:24]=[CH:25][CH:26]=[CH:27][C:10]=2[N:9]=1)[C:2]1[CH:7]=[CH:6][CH:5]=[CH:4][CH:3]=1.[CH2:28](Br)[C:29]1[CH:34]=[CH:33][CH:32]=[CH:31][CH:30]=1.C(=O)([O-])[O-].[K+].[K+].C(=O)(O)[O-].[Na+], predict the reaction product. The product is: [CH2:1]([C:8]1[C:13](=[O:14])[N:12]([C:15]2[CH:20]=[CH:19][CH:18]=[C:17]([C:21]([O:23][CH2:28][C:29]3[CH:34]=[CH:33][CH:32]=[CH:31][CH:30]=3)=[O:22])[CH:16]=2)[C:11]2[N:24]=[CH:25][CH:26]=[CH:27][C:10]=2[N:9]=1)[C:2]1[CH:3]=[CH:4][CH:5]=[CH:6][CH:7]=1. (5) Given the reactants [Cl:1][C:2]1[N:3]=[C:4](Cl)[C:5]2[S:10][CH:9]=[C:8]([CH3:11])[C:6]=2[N:7]=1.[CH2:13]([N:15](CC)CC)[CH3:14].C[N:21]([CH:23]=[O:24])C, predict the reaction product. The product is: [Cl:1][C:2]1[N:3]=[C:4]([NH:15][CH2:13][CH2:14][C:23](=[O:24])[NH2:21])[C:5]2[S:10][CH:9]=[C:8]([CH3:11])[C:6]=2[N:7]=1.